Dataset: Full USPTO retrosynthesis dataset with 1.9M reactions from patents (1976-2016). Task: Predict the reactants needed to synthesize the given product. (1) The reactants are: [Cl:1][C:2]1[N:7]=[C:6]([NH:8][CH2:9][CH2:10][CH3:11])[N:5]=[C:4]([N:12]([CH3:15])[O:13][CH3:14])[N:3]=1.C(OCC)C.[N:21]([CH3:24])([CH3:23])[CH3:22]. Given the product [Cl-:1].[CH3:14][O:13][N:12]([C:4]1[N:5]=[C:6]([NH:8][CH2:9][CH2:10][CH3:11])[N:7]=[C:2]([N+:21]([CH3:24])([CH3:23])[CH3:22])[N:3]=1)[CH3:15], predict the reactants needed to synthesize it. (2) Given the product [CH2:1]([C:3]1[C:4](=[O:6])[NH:20][C:18]([C:14]2[S:13][CH:17]=[CH:16][CH:15]=2)=[N:19][C:9]=1[CH3:11])[CH3:2], predict the reactants needed to synthesize it. The reactants are: [CH2:1]([CH:3]([C:9]([CH3:11])=O)[C:4]([O:6]CC)=O)[CH3:2].Cl.[S:13]1[CH:17]=[CH:16][CH:15]=[C:14]1[C:18](=[NH:20])[NH2:19].[H-].[Na+].Cl. (3) Given the product [Br:1][C:2]1[CH:3]=[C:4]([C:8]([O:10][CH3:12])=[O:9])[O:5][C:6]=1[Br:7], predict the reactants needed to synthesize it. The reactants are: [Br:1][C:2]1[CH:3]=[C:4]([C:8]([OH:10])=[O:9])[O:5][C:6]=1[Br:7].Cl[CH2:12]Cl.C(Cl)(=O)C(Cl)=O.C(N(CC)CC)C. (4) Given the product [CH2:1]([S:3][C:4]1[N:12]=[C:11]2[C:7]([N:8]=[CH:9][N:10]2[C@@H:13]2[O:25][C@H:24]([CH2:26][OH:27])[C@@H:19]([OH:20])[C@H:14]2[OH:15])=[C:6]([NH:40][CH2:39][CH2:38][C:32]2[CH:37]=[CH:36][CH:35]=[CH:34][CH:33]=2)[N:5]=1)[CH3:2], predict the reactants needed to synthesize it. The reactants are: [CH2:1]([S:3][C:4]1[N:12]=[C:11]2[C:7]([N:8]=[CH:9][N:10]2[C@@H:13]2[O:25][C@H:24]([CH2:26][O:27]C(=O)C)[C@@H:19]([O:20]C(=O)C)[C@H:14]2[O:15]C(=O)C)=[C:6](Cl)[N:5]=1)[CH3:2].[C:32]1([CH2:38][CH2:39][NH2:40])[CH:37]=[CH:36][CH:35]=[CH:34][CH:33]=1. (5) Given the product [F:1][C:2]1[CH:3]=[C:4]2[C:18](=[CH:19][CH:20]=1)[C:17](=[O:21])[C:6]1([CH2:11][CH2:10][NH:9][CH2:8][CH2:7]1)[CH2:5]2, predict the reactants needed to synthesize it. The reactants are: [F:1][C:2]1[CH:3]=[C:4]2[C:18](=[CH:19][CH:20]=1)[C:17](=[O:21])[C:6]1([CH2:11][CH2:10][N:9](C(OCC)=O)[CH2:8][CH2:7]1)[CH2:5]2.Cl. (6) Given the product [F:1][C:2]1[C:14]([NH:15][CH2:16][C:17]2[CH:22]=[C:21]([C:23]3[CH:28]=[CH:27][CH:26]=[C:25]([F:29])[CH:24]=3)[CH:20]=[CH:19][C:18]=2[F:30])=[C:13]([CH3:31])[CH:12]=[CH:11][C:3]=1[O:4][CH2:5][C:6]([OH:8])=[O:7], predict the reactants needed to synthesize it. The reactants are: [F:1][C:2]1[C:14]([NH:15][CH2:16][C:17]2[CH:22]=[C:21]([C:23]3[CH:28]=[CH:27][CH:26]=[C:25]([F:29])[CH:24]=3)[CH:20]=[CH:19][C:18]=2[F:30])=[C:13]([CH3:31])[CH:12]=[CH:11][C:3]=1[O:4][CH2:5][C:6]([O:8]CC)=[O:7].[OH-].[Na+]. (7) Given the product [Br:8][CH2:13][C:14]([C:16]1[CH:17]=[CH:18][CH:19]=[C:20]2[C:25]=1[N:24]=[C:23]([NH:26][C:27]1[CH:32]=[CH:31][CH:30]=[CH:29][CH:28]=1)[N:22]=[CH:21]2)=[O:15], predict the reactants needed to synthesize it. The reactants are: C1C(=O)N([Br:8])C(=O)C1.C([O:13][C:14]([C:16]1[CH:17]=[CH:18][CH:19]=[C:20]2[C:25]=1[N:24]=[C:23]([NH:26][C:27]1[CH:32]=[CH:31][CH:30]=[CH:29][CH:28]=1)[N:22]=[CH:21]2)=[CH2:15])CCC.O. (8) Given the product [CH3:1][C@H:2]1[C:9]([S:10][C@@H:11]2[CH2:15][NH:14][C@H:13]([C:16]([NH:18][C:19]3[CH:24]=[C:23]([C:25]([O-:27])=[O:26])[CH:22]=[CH:21][CH:20]=3)=[O:17])[CH2:12]2)=[C:8]([C:28]([O-:30])=[O:29])[N:7]2[C@H:3]1[C@@H:4]([C@H:31]([OH:33])[CH3:32])[C:5]2=[O:6].[Na+:36].[Na+:36], predict the reactants needed to synthesize it. The reactants are: [CH3:1][C@H:2]1[C:9]([S:10][C@@H:11]2[CH2:15][NH:14][C@H:13]([C:16]([NH:18][C:19]3[CH:20]=[CH:21][CH:22]=[C:23]([C:25]([OH:27])=[O:26])[CH:24]=3)=[O:17])[CH2:12]2)=[C:8]([C:28]([OH:30])=[O:29])[N:7]2[C@H:3]1[C@@H:4]([C@H:31]([OH:33])[CH3:32])[C:5]2=[O:6].[Na].[OH-].[Na+:36]. (9) Given the product [OH:9][C:10]1[C:19]([CH3:20])=[CH:18][C:13]([C:14]([OH:16])=[O:15])=[CH:12][C:11]=1[C:21](=[O:25])[NH:22][O:23][CH3:24], predict the reactants needed to synthesize it. The reactants are: C([O:9][C:10]1[C:19]([CH3:20])=[CH:18][C:13]([C:14]([O:16]C)=[O:15])=[CH:12][C:11]=1[C:21](=[O:25])[NH:22][O:23][CH3:24])(=O)C1C=CC=CC=1.[OH-].[Na+].